From a dataset of Peptide-MHC class I binding affinity with 185,985 pairs from IEDB/IMGT. Regression. Given a peptide amino acid sequence and an MHC pseudo amino acid sequence, predict their binding affinity value. This is MHC class I binding data. (1) The peptide sequence is LLMEGLKLLS. The MHC is HLA-A68:02 with pseudo-sequence HLA-A68:02. The binding affinity (normalized) is 0.164. (2) The peptide sequence is TVLDIGDAY. The MHC is Mamu-A2201 with pseudo-sequence Mamu-A2201. The binding affinity (normalized) is 0.346. (3) The peptide sequence is FLNPVIYTF. The MHC is HLA-C04:01 with pseudo-sequence HLA-C04:01. The binding affinity (normalized) is 0.213. (4) The peptide sequence is RVVLQSKEL. The MHC is HLA-A02:02 with pseudo-sequence HLA-A02:02. The binding affinity (normalized) is 0.327. (5) The peptide sequence is RPQVPLRPMTY. The MHC is HLA-B08:01 with pseudo-sequence HLA-B08:01. The binding affinity (normalized) is 0. (6) The peptide sequence is ITDEINQIK. The MHC is HLA-A80:01 with pseudo-sequence HLA-A80:01. The binding affinity (normalized) is 0.0847. (7) The peptide sequence is MVDEEPAAL. The MHC is HLA-A02:01 with pseudo-sequence HLA-A02:01. The binding affinity (normalized) is 0.362.